Dataset: Catalyst prediction with 721,799 reactions and 888 catalyst types from USPTO. Task: Predict which catalyst facilitates the given reaction. (1) Reactant: Cl[C:2]1[CH:11]=[C:10]([C:12]([NH:14][CH2:15][C@H:16]2[CH2:21][CH2:20][C@H:19]([CH2:22][NH:23][C:24](=[O:30])[O:25][C:26]([CH3:29])([CH3:28])[CH3:27])[CH2:18][CH2:17]2)=[O:13])[C:9]2[C:4](=[CH:5][CH:6]=[CH:7][CH:8]=2)[N:3]=1.CC1(C)C(C)(C)OB([C:39]2[CH:40]=[N:41][NH:42][CH:43]=2)O1.C([O-])([O-])=O.[K+].[K+].C([O-])(O)=O.[Na+]. Product: [NH:41]1[CH:40]=[C:39]([C:2]2[CH:11]=[C:10]([C:12]([NH:14][CH2:15][C@H:16]3[CH2:21][CH2:20][C@H:19]([CH2:22][NH:23][C:24](=[O:30])[O:25][C:26]([CH3:29])([CH3:28])[CH3:27])[CH2:18][CH2:17]3)=[O:13])[C:9]3[C:4](=[CH:5][CH:6]=[CH:7][CH:8]=3)[N:3]=2)[CH:43]=[N:42]1. The catalyst class is: 38. (2) Reactant: O.Cl.[NH2:3][C@H:4]([C:7]([OH:9])=[O:8])[CH2:5][SH:6].C([O-])(=O)C.[K+].CO.[N:17]1[CH:22]=[CH:21][C:20]([CH:23]=O)=[CH:19][CH:18]=1. Product: [N:17]1[CH:22]=[CH:21][C:20]([C@@H:23]2[NH:3][CH:4]([C:7]([OH:9])=[O:8])[CH2:5][S:6]2)=[CH:19][CH:18]=1. The catalyst class is: 6. (3) Reactant: [I:1][C:2]1[CH:7]=[CH:6][C:5]([NH:8][C:9]2[N:14]=[CH:13][CH:12]=[CH:11][N:10]=2)=[CH:4][CH:3]=1.[H-].[Na+].[CH2:17](I)[CH3:18]. Product: [I:1][C:2]1[CH:3]=[CH:4][C:5]([N:8]([CH2:17][CH3:18])[C:9]2[N:10]=[CH:11][CH:12]=[CH:13][N:14]=2)=[CH:6][CH:7]=1. The catalyst class is: 163. (4) Reactant: C[O:2][C:3](=[O:41])[C:4]1[CH:9]=[CH:8][C:7]([O:10][C:11]2[S:15][C:14]([NH:16][C:17](=[O:40])[CH:18]([C:28]3[CH:33]=[CH:32][C:31]([S:34]([CH:37]4[CH2:39][CH2:38]4)(=[O:36])=[O:35])=[CH:30][CH:29]=3)[O:19][C:20]3[CH:25]=[CH:24]C(F)=[CH:22][C:21]=3F)=[N:13][CH:12]=2)=[CH:6][CH:5]=1.[Li+].[OH-:43]. Product: [CH:37]1([S:34]([C:31]2[CH:32]=[CH:33][C:28]([CH:18]([O:19][CH:20]3[CH2:25][CH2:24][O:43][CH2:22][CH2:21]3)[C:17]([NH:16][C:14]3[S:15][C:11]([O:10][C:7]4[CH:6]=[CH:5][C:4]([C:3]([OH:2])=[O:41])=[CH:9][CH:8]=4)=[CH:12][N:13]=3)=[O:40])=[CH:29][CH:30]=2)(=[O:36])=[O:35])[CH2:38][CH2:39]1. The catalyst class is: 87. (5) Product: [CH3:18][C:17]1[C:11]([C:1]2[C:10]3[C:5](=[CH:6][CH:7]=[CH:8][CH:9]=3)[CH:4]=[CH:3][CH:2]=2)=[C:12]([OH:14])[O:13][N:23]=1. The catalyst class is: 6. Reactant: [C:1]1([CH:11]([C:17](=O)[CH3:18])[C:12]([O:14]CC)=[O:13])[C:10]2[C:5](=[CH:6][CH:7]=[CH:8][CH:9]=2)[CH:4]=[CH:3][CH:2]=1.CO.Cl.[NH2:23]O. (6) Reactant: [C:1]([O:5][C:6]([N:8]([CH2:35][C@@H:36]([C:38]1[CH:43]=[CH:42][CH:41]=[C:40]([Cl:44])[CH:39]=1)[OH:37])[C@H:9]([CH3:34])[CH2:10][C:11]1[CH:16]=[CH:15][C:14]([S:17]([C:20]2[CH:25]=[CH:24][C:23]([CH3:26])=[CH:22][C:21]=2[CH2:27][CH2:28][C:29]([O:31]CC)=[O:30])(=[O:19])=[O:18])=[CH:13][CH:12]=1)=[O:7])([CH3:4])([CH3:3])[CH3:2].[OH-].[Na+].Cl. Product: [C:1]([O:5][C:6]([N:8]([CH2:35][C@@H:36]([C:38]1[CH:43]=[CH:42][CH:41]=[C:40]([Cl:44])[CH:39]=1)[OH:37])[C@H:9]([CH3:34])[CH2:10][C:11]1[CH:12]=[CH:13][C:14]([S:17]([C:20]2[CH:25]=[CH:24][C:23]([CH3:26])=[CH:22][C:21]=2[CH2:27][CH2:28][C:29]([OH:31])=[O:30])(=[O:18])=[O:19])=[CH:15][CH:16]=1)=[O:7])([CH3:2])([CH3:3])[CH3:4]. The catalyst class is: 8.